Dataset: Peptide-MHC class II binding affinity with 134,281 pairs from IEDB. Task: Regression. Given a peptide amino acid sequence and an MHC pseudo amino acid sequence, predict their binding affinity value. This is MHC class II binding data. (1) The peptide sequence is KASNPNYLAILVKYV. The MHC is HLA-DQA10101-DQB10501 with pseudo-sequence HLA-DQA10101-DQB10501. The binding affinity (normalized) is 0.405. (2) The peptide sequence is KNGQNIRLSNLSEMQ. The MHC is DRB1_0101 with pseudo-sequence DRB1_0101. The binding affinity (normalized) is 0.425. (3) The peptide sequence is EKKYFAATQFNPLAA. The MHC is HLA-DQA10501-DQB10201 with pseudo-sequence HLA-DQA10501-DQB10201. The binding affinity (normalized) is 0.209. (4) The peptide sequence is WLACGVDNFCVKVLAK. The MHC is HLA-DQA10201-DQB10303 with pseudo-sequence HLA-DQA10201-DQB10303. The binding affinity (normalized) is 0.222. (5) The peptide sequence is SRKECPFSNRVWNSF. The MHC is DRB1_0901 with pseudo-sequence DRB1_0901. The binding affinity (normalized) is 0.523. (6) The MHC is DRB1_1302 with pseudo-sequence DRB1_1302. The peptide sequence is EKDSPFKLSSSEPHC. The binding affinity (normalized) is 0.314. (7) The MHC is HLA-DPA10201-DPB10101 with pseudo-sequence HLA-DPA10201-DPB10101. The peptide sequence is LRGLLSTFIAALMGA. The binding affinity (normalized) is 0.513.